Dataset: Full USPTO retrosynthesis dataset with 1.9M reactions from patents (1976-2016). Task: Predict the reactants needed to synthesize the given product. Given the product [C:1]([O:5][C:6]([CH:7]1[CH:23]([C:19]2[CH:20]=[CH:21][CH:22]=[C:17]([Cl:16])[CH:18]=2)[C:24]([C:25]#[N:26])([C:27]2[CH:28]=[N:29][CH:30]=[CH:31][CH:32]=2)[CH:9]([CH2:10][C:11]([CH3:14])([CH3:13])[CH3:12])[NH:8]1)=[O:15])([CH3:4])([CH3:3])[CH3:2], predict the reactants needed to synthesize it. The reactants are: [C:1]([O:5][C:6](=[O:15])[CH2:7]/[N:8]=[CH:9]/[CH2:10][C:11]([CH3:14])([CH3:13])[CH3:12])([CH3:4])([CH3:3])[CH3:2].[Cl:16][C:17]1[CH:18]=[C:19](/[CH:23]=[C:24](/[C:27]2[CH:28]=[N:29][CH:30]=[CH:31][CH:32]=2)\[C:25]#[N:26])[CH:20]=[CH:21][CH:22]=1.C(N(CC)CC)C.